This data is from Reaction yield outcomes from USPTO patents with 853,638 reactions. The task is: Predict the reaction yield, written as a fraction of the theoretical maximum amount of product (1.0 means a 100% yield; for example, 0.34 means a 34% yield). (1) The reactants are [NH2:1][C@@H:2]1[C:11]2[C:6](=[CH:7][CH:8]=[CH:9][CH:10]=2)[C@H:5]([OH:12])[CH2:4][CH2:3]1.[C:13]1(=O)[O:18][C:16](=[O:17])[C:15]2=[CH:19][CH:20]=[CH:21][CH:22]=[C:14]12. The catalyst is C1(C)C=CC=CC=1. The product is [OH:12][C@H:5]1[C:6]2[C:11](=[CH:10][CH:9]=[CH:8][CH:7]=2)[C@@H:2]([N:1]2[C:16](=[O:17])[C:15]3[C:14](=[CH:22][CH:21]=[CH:20][CH:19]=3)[C:13]2=[O:18])[CH2:3][CH2:4]1. The yield is 0.790. (2) The reactants are [CH2:1]([O:8][CH2:9][CH:10]=[CH:11][CH:12]=[O:13])[C:2]1[CH:7]=[CH:6][CH:5]=[CH:4][CH:3]=1.C(O)(=O)C1C=CC=CC=1.[CH3:23][C:24]1[CH:32]=[CH:31][CH:30]=[C:29]2[C:25]=1[CH:26]=[CH:27][NH:28]2.[N+](C1C=C([N+]([O-])=O)C=CC=1C(O)=O)([O-])=O.C([C@@H]1N[C@H](C(C)(C)C)N(C)C1=O)C1C=CC=CC=1. The catalyst is C(Cl)Cl.C(O)(C)C. The product is [CH2:1]([O:8][CH2:9][C@@H:10]([C:26]1[C:25]2[C:29](=[CH:30][CH:31]=[CH:32][C:24]=2[CH3:23])[NH:28][CH:27]=1)[CH2:11][CH:12]=[O:13])[C:2]1[CH:7]=[CH:6][CH:5]=[CH:4][CH:3]=1. The yield is 0.940. (3) The yield is 0.220. The product is [NH2:28][C:27]1[CH:29]=[CH:30][C:31]([C:2]2[N:3]=[C:4]([N:18]3[CH2:23][CH2:22][O:21][CH2:20][C@@H:19]3[CH3:24])[C:5]3[CH2:10][N:9]([C:11]([O:13][C:14]([CH3:17])([CH3:16])[CH3:15])=[O:12])[CH2:8][C:6]=3[N:7]=2)=[CH:32][C:26]=1[F:25]. No catalyst specified. The reactants are Cl[C:2]1[N:3]=[C:4]([N:18]2[CH2:23][CH2:22][O:21][CH2:20][C@@H:19]2[CH3:24])[C:5]2[CH2:10][N:9]([C:11]([O:13][C:14]([CH3:17])([CH3:16])[CH3:15])=[O:12])[CH2:8][C:6]=2[N:7]=1.[F:25][C:26]1[CH:32]=[C:31](B2OC(C)(C)C(C)(C)O2)[CH:30]=[CH:29][C:27]=1[NH2:28]. (4) The reactants are [OH:1][C@H:2]1[CH2:7][CH2:6][C@H:5]([C:8]2[CH:9]=[CH:10][C:11]([NH:19][C:20]3[C:25]([C:26]([F:29])([F:28])[F:27])=[CH:24][N:23]=[C:22]([NH:30][C:31]4[CH:45]=[CH:44][C:34]([CH2:35][P:36](=[O:43])([O:40][CH2:41][CH3:42])[O:37][CH2:38][CH3:39])=[CH:33][C:32]=4[O:46][CH3:47])[N:21]=3)=[C:12]3[C:16]=2[CH2:15][N:14]([CH3:17])[C:13]3=[O:18])[CH2:4][CH2:3]1.C(N(CC)CC)C.[CH3:55][S:56](Cl)(=[O:58])=[O:57]. The catalyst is C(Cl)Cl.CN(C)C1C=CN=CC=1. The product is [CH3:55][S:56]([O:1][C@H:2]1[CH2:7][CH2:6][C@H:5]([C:8]2[CH:9]=[CH:10][C:11]([NH:19][C:20]3[C:25]([C:26]([F:29])([F:28])[F:27])=[CH:24][N:23]=[C:22]([NH:30][C:31]4[CH:45]=[CH:44][C:34]([CH2:35][P:36]([O:37][CH2:38][CH3:39])([O:40][CH2:41][CH3:42])=[O:43])=[CH:33][C:32]=4[O:46][CH3:47])[N:21]=3)=[C:12]3[C:16]=2[CH2:15][N:14]([CH3:17])[C:13]3=[O:18])[CH2:4][CH2:3]1)(=[O:58])=[O:57]. The yield is 0.440.